From a dataset of Catalyst prediction with 721,799 reactions and 888 catalyst types from USPTO. Predict which catalyst facilitates the given reaction. (1) Reactant: [C:1]([N:4]1[C:8]2[CH:9]=[CH:10][CH:11]=[CH:12][C:7]=2[NH:6][C:5]1=[O:13])([CH3:3])=C.[H-].[Na+].Cl.ClCC[N:20]1[CH2:25][CH2:24][CH2:23][CH2:22][CH2:21]1.Cl. Product: [N:20]1([CH2:3][CH2:1][N:4]2[C:8]3[CH:9]=[CH:10][CH:11]=[CH:12][C:7]=3[NH:6][C:5]2=[O:13])[CH2:25][CH2:24][CH2:23][CH2:22][CH2:21]1. The catalyst class is: 18. (2) Reactant: [CH3:1][C:2]1[C:11](B2OC(C)(C)C(C)(C)O2)=[CH:10][CH:9]=[C:8]2[C:3]=1[CH2:4][CH2:5][N:6]([C:21]([O:23][C:24]([CH3:27])([CH3:26])[CH3:25])=[O:22])[CH2:7]2.Br[C:29]1[S:30][C:31]([C:34]2[CH:39]=[CH:38][C:37]([O:40][CH:41]([CH3:43])[CH3:42])=[C:36]([Cl:44])[CH:35]=2)=[N:32][N:33]=1.C(=O)([O-])[O-].[Na+].[Na+]. The catalyst class is: 149. Product: [Cl:44][C:36]1[CH:35]=[C:34]([C:31]2[S:30][C:29]([C:11]3[C:2]([CH3:1])=[C:3]4[C:8](=[CH:9][CH:10]=3)[CH2:7][N:6]([C:21]([O:23][C:24]([CH3:25])([CH3:26])[CH3:27])=[O:22])[CH2:5][CH2:4]4)=[N:33][N:32]=2)[CH:39]=[CH:38][C:37]=1[O:40][CH:41]([CH3:42])[CH3:43]. (3) Reactant: [CH3:1][O:2][C:3](=[O:37])[C:4]1[CH:9]=[CH:8][C:7]([NH:10][CH2:11][CH2:12][N:13]2[C:21]3[C:16](=[CH:17][CH:18]=[CH:19][CH:20]=3)[C:15]([C:22]([C:24]3[C:33]4[C:28](=[CH:29][CH:30]=[CH:31][CH:32]=4)[CH:27]=[CH:26][CH:25]=3)=[O:23])=[C:14]2[CH3:34])=[CH:6][C:5]=1[O:35]C.B(Br)(Br)Br.C([O-])(O)=O.[Na+]. Product: [CH3:1][O:2][C:3](=[O:37])[C:4]1[CH:9]=[CH:8][C:7]([NH:10][CH2:11][CH2:12][N:13]2[C:21]3[C:16](=[CH:17][CH:18]=[CH:19][CH:20]=3)[C:15]([C:22]([C:24]3[C:33]4[C:28](=[CH:29][CH:30]=[CH:31][CH:32]=4)[CH:27]=[CH:26][CH:25]=3)=[O:23])=[C:14]2[CH3:34])=[CH:6][C:5]=1[OH:35]. The catalyst class is: 2. (4) Reactant: [CH:1]1([NH:6][C:7]2[N:15]=[CH:14][N:13]=[C:12]3[C:8]=2[N:9]=[CH:10][N:11]3[C@H:16]2[C@@H:20]3[O:21][C:22]([CH3:25])([CH3:24])[O:23][C@@H:19]3[C@@H:18]([C:26]([OH:28])=[O:27])[O:17]2)[CH2:5][CH2:4][CH2:3][CH2:2]1.[CH2:29](OC1C=CC2C(=CC=CC=2)N1C(OCC)=O)C. Product: [CH3:29][O:27][C:26]([C@@H:18]1[C@@H:19]2[C@@H:20]([O:21][C:22]([CH3:24])([CH3:25])[O:23]2)[C@H:16]([N:11]2[CH:10]=[N:9][C:8]3[C:12]2=[N:13][CH:14]=[N:15][C:7]=3[NH:6][CH:1]2[CH2:2][CH2:3][CH2:4][CH2:5]2)[O:17]1)=[O:28]. The catalyst class is: 5. (5) Reactant: [CH2:1]([O:8][C:9]1[C:10]([NH:20][C:21]([O:23][C:24]([CH3:27])([CH3:26])[CH3:25])=[O:22])=[N:11][CH:12]=[C:13]([CH:19]=1)[C:14]([O:16]CC)=[O:15])[C:2]1[CH:7]=[CH:6][CH:5]=[CH:4][CH:3]=1.[Li+].[OH-].CCOC(C)=O. Product: [CH2:1]([O:8][C:9]1[C:10]([NH:20][C:21]([O:23][C:24]([CH3:27])([CH3:26])[CH3:25])=[O:22])=[N:11][CH:12]=[C:13]([CH:19]=1)[C:14]([OH:16])=[O:15])[C:2]1[CH:3]=[CH:4][CH:5]=[CH:6][CH:7]=1. The catalyst class is: 88.